From a dataset of Full USPTO retrosynthesis dataset with 1.9M reactions from patents (1976-2016). Predict the reactants needed to synthesize the given product. Given the product [C:1]([O:4][CH2:5][C:6]1[C:11]([N:12]2[C:24](=[O:25])[C:23]3[N:15]([C:16]4[CH:17]5[CH2:26][CH:20]([C:21]=4[CH:22]=3)[CH2:19][CH2:18]5)[CH2:14][CH2:13]2)=[CH:10][C:9]([F:27])=[CH:8][C:7]=1[C:34]1[CH:33]=[C:32]([NH:45][C:46]2[CH:51]=[CH:50][C:49]([N:52]3[CH2:53][CH2:54][N:55]([CH3:58])[CH2:56][CH2:57]3)=[CH:48][N:47]=2)[C:31](=[O:59])[N:30]([CH3:29])[CH:35]=1)(=[O:3])[CH3:2], predict the reactants needed to synthesize it. The reactants are: [C:1]([O:4][CH2:5][C:6]1[C:11]([N:12]2[C:24](=[O:25])[C:23]3[N:15]([C:16]4[CH:17]5[CH2:26][CH:20]([C:21]=4[CH:22]=3)[CH2:19][CH2:18]5)[CH2:14][CH2:13]2)=[CH:10][C:9]([F:27])=[CH:8][C:7]=1Br)(=[O:3])[CH3:2].[CH3:29][N:30]1[CH:35]=[C:34](B2OC(C)(C)C(C)(C)O2)[CH:33]=[C:32]([NH:45][C:46]2[CH:51]=[CH:50][C:49]([N:52]3[CH2:57][CH2:56][N:55]([CH3:58])[CH2:54][CH2:53]3)=[CH:48][N:47]=2)[C:31]1=[O:59].C([O-])([O-])=O.[Na+].[Na+].